Dataset: Forward reaction prediction with 1.9M reactions from USPTO patents (1976-2016). Task: Predict the product of the given reaction. Given the reactants FC1C=CC(C2N=C(C(N3[CH2:29][CH2:28][C:27]4[C:22](=[CH:23][CH:24]=[C:25]([CH3:31])[C:26]=4[OH:30])C3)=O)C3C(=CC=CC=3)N=2)=CC=1.FC1C=CC(C2N=C([C:49]([OH:51])=[O:50])C3C(=CC=CC=3)N=2)=CC=1.Cl.O[C:54]1[C:63](C)=[CH:62][CH:61]=[C:60]2[C:55]=1[CH2:56]CNC2, predict the reaction product. The product is: [CH2:56]([O:30][C:26]1[C:25]([CH3:31])=[CH:24][CH:23]=[CH:22][C:27]=1/[CH:28]=[CH:29]\[C:49]([OH:51])=[O:50])[C:55]1[CH:60]=[CH:61][CH:62]=[CH:63][CH:54]=1.